From a dataset of Forward reaction prediction with 1.9M reactions from USPTO patents (1976-2016). Predict the product of the given reaction. (1) The product is: [CH3:5][N:4]1[C:6]2[CH:15]=[CH:14][CH:13]=[C:12]([C:17]([O:19][CH3:20])=[O:18])[C:11]=2[CH:16]=[N:8]1.[CH3:3][N:9]1[CH:10]=[C:11]2[C:16]([CH:15]=[CH:14][CH:13]=[C:12]2[C:17]([O:19][CH3:20])=[O:18])=[N:8]1. Given the reactants [H-].[Na+].[CH3:3][N:4]([CH:6]=O)[CH3:5].[NH:8]1[C:16]2[CH:15]=[CH:14][CH:13]=[C:12]([C:17]([O:19][CH3:20])=[O:18])[C:11]=2[CH:10]=[N:9]1.CI, predict the reaction product. (2) The product is: [CH2:1]([O:8][C:9]1[CH:18]=[CH:17][CH:16]=[C:15]2[C:10]=1[CH2:11][CH2:12][CH2:13][CH:14]2[C:19]([N:21]([CH2:30][C:31]1[S:35][C:34]([CH2:36][CH3:37])=[N:33][C:32]=1[CH3:38])[C:22]1[CH:27]=[CH:26][C:25]([CH3:28])=[CH:24][N:23]=1)=[O:20])[C:2]1[CH:7]=[CH:6][CH:5]=[CH:4][CH:3]=1. Given the reactants [CH2:1]([O:8][C:9]1[CH:18]=[CH:17][CH:16]=[C:15]2[C:10]=1[CH2:11][CH2:12][CH2:13][CH:14]2[C:19]([NH:21][C:22]1[CH:27]=[CH:26][C:25]([CH3:28])=[CH:24][N:23]=1)=[O:20])[C:2]1[CH:7]=[CH:6][CH:5]=[CH:4][CH:3]=1.Cl[CH2:30][C:31]1[S:35][C:34]([CH2:36][CH3:37])=[N:33][C:32]=1[CH3:38], predict the reaction product. (3) Given the reactants [Cl:1][C:2]1[CH:3]=[C:4]([C:9]2[CH:14]=[CH:13][CH:12]=[CH:11][CH:10]=2)[C:5](=[O:8])[NH:6][N:7]=1.[C:15]([C:17]1[CH:22]=[CH:21][CH:20]=[CH:19][C:18]=1B1OC(C([O-])=O)C=CO1)#[N:16].C(N(CC)CC)C.O=O, predict the reaction product. The product is: [Cl:1][C:2]1[CH:3]=[C:4]([C:9]2[CH:14]=[CH:13][CH:12]=[CH:11][CH:10]=2)[C:5](=[O:8])[N:6]([C:18]2[CH:19]=[CH:20][CH:21]=[CH:22][C:17]=2[C:15]#[N:16])[N:7]=1.